Dataset: Full USPTO retrosynthesis dataset with 1.9M reactions from patents (1976-2016). Task: Predict the reactants needed to synthesize the given product. (1) Given the product [CH2:2]([N:4]([CH2:5][CH3:6])[C:12](=[S:13])[S-:14])[CH3:3].[Zn+2:1].[CH2:2]([N:4]([CH2:5][CH3:6])[C:12](=[S:13])[S-:14])[CH3:3], predict the reactants needed to synthesize it. The reactants are: [Zn:1].[CH2:2]([NH:4][CH2:5][CH3:6])[CH3:3].[OH-].[NH4+].C(=O)=O.[C:12](=[S:14])=[S:13]. (2) Given the product [CH3:1][C:2]1[N:6]([CH2:7][C:8]([O:10][CH3:11])=[O:9])[C:5]2[S:12][CH:13]=[CH:14][C:4]=2[C:3]=1[C:31]([C:22]1[CH:23]=[CH:24][C:25]2[C:30](=[CH:29][CH:28]=[CH:27][CH:26]=2)[N:21]=1)=[O:32], predict the reactants needed to synthesize it. The reactants are: [CH3:1][C:2]1[N:6]([CH2:7][C:8]([O:10][CH3:11])=[O:9])[C:5]2[S:12][CH:13]=[CH:14][C:4]=2[CH:3]=1.[Cl-].C([Al+]CC)C.[N:21]1[C:30]2[C:25](=[CH:26][CH:27]=[CH:28][CH:29]=2)[CH:24]=[CH:23][C:22]=1[C:31](Cl)=[O:32].Cl. (3) Given the product [C:3]([O:7][C:8]([N:10]1[CH2:15][CH2:14][N:13]([CH2:21][CH2:20][CH:19]=[CH2:18])[C:12](=[O:16])[CH2:11]1)=[O:9])([CH3:6])([CH3:4])[CH3:5], predict the reactants needed to synthesize it. The reactants are: [H-].[Na+].[C:3]([O:7][C:8]([N:10]1[CH2:15][CH2:14][NH:13][C:12](=[O:16])[CH2:11]1)=[O:9])([CH3:6])([CH3:5])[CH3:4].Br[CH2:18][CH2:19][CH:20]=[CH2:21]. (4) Given the product [F:1][C:2]1([F:8])[CH2:4][CH:3]1[C:5]([N:42]1[CH2:47][CH2:46][CH:45]([N:48]2[CH:71]=[C:70]3[C:50]([C:51](=[O:75])[NH:52][CH2:53][CH2:54][CH2:55][CH2:56][CH2:57][CH2:58][N:59]4[CH:74]=[C:62]([C:63]5[N:73]=[C:67]([C:68](=[O:72])[NH:69]3)[CH:66]=[CH:65][CH:64]=5)[CH:61]=[N:60]4)=[N:49]2)[CH2:44][CH2:43]1)=[O:6], predict the reactants needed to synthesize it. The reactants are: [F:1][C:2]1([F:8])[CH2:4][CH:3]1[C:5](O)=[O:6].CN(C(ON1N=NC2C=CC=NC1=2)=[N+](C)C)C.F[P-](F)(F)(F)(F)F.C(N(C(C)C)C(C)C)C.[NH:42]1[CH2:47][CH2:46][CH:45]([N:48]2[CH:71]=[C:70]3[C:50]([C:51](=[O:75])[NH:52][CH2:53][CH2:54][CH2:55][CH2:56][CH2:57][CH2:58][N:59]4[CH:74]=[C:62]([C:63]5[N:73]=[C:67]([C:68](=[O:72])[NH:69]3)[CH:66]=[CH:65][CH:64]=5)[CH:61]=[N:60]4)=[N:49]2)[CH2:44][CH2:43]1.